This data is from Reaction yield outcomes from USPTO patents with 853,638 reactions. The task is: Predict the reaction yield, written as a fraction of the theoretical maximum amount of product (1.0 means a 100% yield; for example, 0.34 means a 34% yield). (1) The reactants are [CH2:1]([O:3][C:4](=[O:12])[CH2:5][CH:6]1[CH2:11][O:10][CH2:9][CH2:8][NH:7]1)[CH3:2].[F:13][C:14]1[CH:19]=[CH:18][C:17]([C:20]2[S:24][C:23]([CH3:25])=[N:22][C:21]=2[C:26](O)=[O:27])=[CH:16][CH:15]=1. No catalyst specified. The product is [CH2:1]([O:3][C:4](=[O:12])[CH2:5][CH:6]1[CH2:11][O:10][CH2:9][CH2:8][N:7]1[C:26]([C:21]1[N:22]=[C:23]([CH3:25])[S:24][C:20]=1[C:17]1[CH:18]=[CH:19][C:14]([F:13])=[CH:15][CH:16]=1)=[O:27])[CH3:2]. The yield is 0.660. (2) The reactants are CNN.[C:4]1([CH2:10][C:11]([NH:13][CH:14]([CH2:19][CH2:20][O:21][N:22]2C(=O)C3=CC=CC=C3C2=O)[C:15]([O:17][CH3:18])=[O:16])=[O:12])[CH:9]=[CH:8][CH:7]=[CH:6][CH:5]=1. The catalyst is ClCCl. The product is [C:4]1([CH2:10][C:11]([NH:13][CH:14]([CH2:19][CH2:20][O:21][NH2:22])[C:15]([O:17][CH3:18])=[O:16])=[O:12])[CH:9]=[CH:8][CH:7]=[CH:6][CH:5]=1. The yield is 0.990.